Predict which catalyst facilitates the given reaction. From a dataset of Catalyst prediction with 721,799 reactions and 888 catalyst types from USPTO. (1) Reactant: [CH3:1][C:2]1[C:6]([C:7]2[CH:15]=[C:14]([C:16]([F:19])([F:18])[F:17])[CH:13]=[C:12]3[C:8]=2[CH:9]=[N:10][N:11]3C2CCCCO2)=[C:5]([C:26](OCC)=[O:27])[N:4]([CH2:31][C:32]2[CH:33]=[N:34][N:35]([CH3:37])[CH:36]=2)[N:3]=1.[H-].[Al+3].[Li+].[H-].[H-].[H-]. Product: [CH3:1][C:2]1[C:6]([C:7]2[CH:15]=[C:14]([C:16]([F:17])([F:19])[F:18])[CH:13]=[C:12]3[C:8]=2[CH:9]=[N:10][NH:11]3)=[C:5]([CH2:26][OH:27])[N:4]([CH2:31][C:32]2[CH:33]=[N:34][N:35]([CH3:37])[CH:36]=2)[N:3]=1. The catalyst class is: 116. (2) Reactant: [CH2:1]([C:5]1[N:6]=[C:7]([CH3:27])[NH:8][C:9](=[O:26])[C:10]=1[CH2:11][C:12]1[CH:17]=[CH:16][C:15]([C:18]2[C:19]([C:24]#[N:25])=[CH:20][CH:21]=[CH:22][CH:23]=2)=[CH:14][CH:13]=1)[CH2:2][CH2:3][CH3:4].[H-].[Na+].CN(C)C=O.Br[CH2:36][CH:37]1[CH2:42][CH2:41][CH2:40][CH2:39][CH2:38]1. Product: [CH2:1]([C:5]1[N:6]=[C:7]([CH3:27])[N:8]([CH2:36][CH:37]2[CH2:42][CH2:41][CH2:40][CH2:39][CH2:38]2)[C:9](=[O:26])[C:10]=1[CH2:11][C:12]1[CH:17]=[CH:16][C:15]([C:18]2[C:19]([C:24]#[N:25])=[CH:20][CH:21]=[CH:22][CH:23]=2)=[CH:14][CH:13]=1)[CH2:2][CH2:3][CH3:4]. The catalyst class is: 13. (3) Reactant: [NH2:1][C:2]1[C:11]2[N:12]=[C:13]([CH2:20][O:21][CH3:22])[N:14]([CH2:15][C:16]([OH:19])([CH3:18])[CH3:17])[C:10]=2[C:9]2[CH:8]=[CH:7][C:6]([CH2:23][CH2:24][C:25](O)=[O:26])=[CH:5][C:4]=2[N:3]=1.ON1C2C=CC=CC=2N=N1.CN(C)CCCN=C=NCC.[NH:49]1[CH2:54][CH2:53][S:52](=[O:56])(=[O:55])[CH2:51][CH2:50]1. Product: [NH2:1][C:2]1[C:11]2[N:12]=[C:13]([CH2:20][O:21][CH3:22])[N:14]([CH2:15][C:16]([CH3:17])([OH:19])[CH3:18])[C:10]=2[C:9]2[CH:8]=[CH:7][C:6]([CH2:23][CH2:24][C:25]([N:49]3[CH2:54][CH2:53][S:52](=[O:56])(=[O:55])[CH2:51][CH2:50]3)=[O:26])=[CH:5][C:4]=2[N:3]=1. The catalyst class is: 17. (4) Reactant: [O:1]1[C:5]2[CH:6]=[CH:7][C:8]([C:10]3([C:13]([NH:15][C:16]4[CH:21]=[CH:20][C:19]([CH2:22]O)=[C:18]([Br:24])[CH:17]=4)=[O:14])[CH2:12][CH2:11]3)=[CH:9][C:4]=2[O:3][CH2:2]1.CS(Cl)(=O)=O.[CH:30]([N:33](CC)C(C)C)(C)C.[C-]#N.[K+]. Product: [O:1]1[C:5]2[CH:6]=[CH:7][C:8]([C:10]3([C:13]([NH:15][C:16]4[CH:21]=[CH:20][C:19]([CH2:22][C:30]#[N:33])=[C:18]([Br:24])[CH:17]=4)=[O:14])[CH2:12][CH2:11]3)=[CH:9][C:4]=2[O:3][CH2:2]1. The catalyst class is: 245. (5) Reactant: [C:1]([Cl:5])(Cl)(Cl)Cl.[CH2:6]([O:13][C:14]([NH:16][C:17]1[C:26]2[C:21](=[CH:22][CH:23]=[CH:24][CH:25]=2)[C:20]([CH2:27]CO)=[C:19]([N+:30]([O-:32])=[O:31])[CH:18]=1)=[O:15])[C:7]1[CH:12]=[CH:11][CH:10]=[CH:9][CH:8]=1.C1C=CC(P(C2C=CC=CC=2)C2C=CC=CC=2)=CC=1. Product: [CH2:6]([O:13][C:14]([NH:16][C:17]1[C:26]2[C:21](=[CH:22][CH:23]=[CH:24][CH:25]=2)[C:20]([CH2:27][CH2:1][Cl:5])=[C:19]([N+:30]([O-:32])=[O:31])[CH:18]=1)=[O:15])[C:7]1[CH:12]=[CH:11][CH:10]=[CH:9][CH:8]=1. The catalyst class is: 2. (6) Reactant: Cl.[C:2]([C:4]1[CH:5]=[C:6]([C:10]2[N:11]=[C:12]([N:15]3[CH2:20][CH2:19][N:18](C(OC(C)(C)C)=O)[CH2:17][CH2:16]3)[S:13][CH:14]=2)[CH:7]=[CH:8][CH:9]=1)#[N:3]. Product: [N:15]1([C:12]2[S:13][CH:14]=[C:10]([C:6]3[CH:5]=[C:4]([CH:9]=[CH:8][CH:7]=3)[C:2]#[N:3])[N:11]=2)[CH2:20][CH2:19][NH:18][CH2:17][CH2:16]1. The catalyst class is: 13. (7) Reactant: [CH2:1]([O:3][C:4](=[O:10])[CH:5]=[CH:6]OCC)[CH3:2].BrN1C(=O)CCC1=O.[C:19]([NH2:27])(=[S:26])[C:20]1[CH:25]=[CH:24][CH:23]=[CH:22][CH:21]=1. Product: [C:20]1([C:19]2[S:26][C:5]([C:4]([O:3][CH2:1][CH3:2])=[O:10])=[CH:6][N:27]=2)[CH:25]=[CH:24][CH:23]=[CH:22][CH:21]=1. The catalyst class is: 38.